This data is from Full USPTO retrosynthesis dataset with 1.9M reactions from patents (1976-2016). The task is: Predict the reactants needed to synthesize the given product. (1) Given the product [CH3:1][C:2]1([CH3:14])[C:10]2[C:5](=[CH:6][C:7]([N+:11]([O-:13])=[O:12])=[CH:8][CH:9]=2)[N:4]([C:15](=[O:17])[CH3:16])[CH2:3]1, predict the reactants needed to synthesize it. The reactants are: [CH3:1][C:2]1([CH3:14])[C:10]2[C:5](=[CH:6][C:7]([N+:11]([O-:13])=[O:12])=[CH:8][CH:9]=2)[NH:4][CH2:3]1.[C:15](Cl)(=[O:17])[CH3:16]. (2) Given the product [C:61]([N:16]1[CH2:17][CH2:18][CH2:19][CH:15]1[CH2:14][N:13]1[C:12]2[CH:20]=[CH:21][C:22]([CH2:24][N:25]([C@H:32]([C:34]([CH3:35])([CH3:37])[CH3:36])[CH3:33])[C:26](=[O:31])[C:27]([F:28])([F:30])[F:29])=[CH:23][C:11]=2[N:10]=[C:9]1[NH:8][C:6](=[O:7])[C:5]1[CH:4]=[CH:3][C:2]([Cl:1])=[CH:39][CH:38]=1)(=[O:62])[CH:60]=[CH2:59], predict the reactants needed to synthesize it. The reactants are: [Cl:1][C:2]1[CH:39]=[CH:38][C:5]([C:6]([NH:8][C:9]2[N:13]([CH2:14][CH:15]3[CH2:19][CH2:18][CH2:17][NH:16]3)[C:12]3[CH:20]=[CH:21][C:22]([CH2:24][N:25]([C@H:32]([C:34]([CH3:37])([CH3:36])[CH3:35])[CH3:33])[C:26](=[O:31])[C:27]([F:30])([F:29])[F:28])=[CH:23][C:11]=3[N:10]=2)=[O:7])=[CH:4][CH:3]=1.[Cl-].C1(C)C=CC=CC=1.C1CCN2C(=NCCC2)CC1.[CH2:59]1C[O:62][CH2:61][CH2:60]1. (3) Given the product [NH2:34][C:35]([CH2:40][OH:41])([CH2:38][OH:39])[CH2:36][OH:37].[CH3:1][N:2]1[C:10]2[C:9](=[O:11])[N:8]([CH2:12][CH2:13][O:14][C:15]3[CH:20]=[CH:19][C:18]([CH2:21][CH:22]([O:26][CH2:27][CH3:28])[C:23]([OH:25])=[O:24])=[CH:17][CH:16]=3)[C:7]([CH2:29][CH3:30])=[N:6][C:5]=2[C:4]([CH2:31][CH2:32][CH3:33])=[N:3]1.[CH3:1][N:2]1[C:10]2[C:9](=[O:11])[N:8]([CH2:12][CH2:13][O:14][C:15]3[CH:20]=[CH:19][C:18]([CH2:21][CH:22]([O:26][CH2:27][CH3:28])[C:23]([OH:25])=[O:24])=[CH:17][CH:16]=3)[C:7]([CH2:29][CH3:30])=[N:6][C:5]=2[C:4]([CH2:31][CH2:32][CH3:33])=[N:3]1, predict the reactants needed to synthesize it. The reactants are: [CH3:1][N:2]1[C:10]2[C:9](=[O:11])[N:8]([CH2:12][CH2:13][O:14][C:15]3[CH:20]=[CH:19][C:18]([CH2:21][CH:22]([O:26][CH2:27][CH3:28])[C:23]([OH:25])=[O:24])=[CH:17][CH:16]=3)[C:7]([CH2:29][CH3:30])=[N:6][C:5]=2[C:4]([CH2:31][CH2:32][CH3:33])=[N:3]1.[NH2:34][C:35]([CH2:40][OH:41])([CH2:38][OH:39])[CH2:36][OH:37]. (4) Given the product [CH2:5]([O:8][C:9]1[C:10]2[C:26](=[O:28])[O:24][C:23](=[O:25])[C:11]=2[C:12]([O:19][CH2:20][CH2:21][CH3:22])=[C:13]2[C:18]=1[CH:17]=[CH:16][CH:15]=[CH:14]2)[CH2:6][CH3:7], predict the reactants needed to synthesize it. The reactants are: S(Cl)(Cl)=O.[CH2:5]([O:8][C:9]1[C:18]2[C:13](=[CH:14][CH:15]=[CH:16][CH:17]=2)[C:12]([O:19][CH2:20][CH2:21][CH3:22])=[C:11]([C:23]([OH:25])=[O:24])[C:10]=1[C:26]([OH:28])=O)[CH2:6][CH3:7]. (5) Given the product [CH3:28][C:25]1[S:24][C:23]([NH:22][C:2]2[CH:7]=[C:6]([Cl:8])[N:5]=[C:4]([S:9][C:10]3[CH:15]=[CH:14][C:13]([NH:16][C:17]([CH:19]4[CH2:21][CH2:20]4)=[O:18])=[CH:12][CH:11]=3)[N:3]=2)=[N:27][CH:26]=1, predict the reactants needed to synthesize it. The reactants are: Cl[C:2]1[CH:7]=[C:6]([Cl:8])[N:5]=[C:4]([S:9][C:10]2[CH:15]=[CH:14][C:13]([NH:16][C:17]([CH:19]3[CH2:21][CH2:20]3)=[O:18])=[CH:12][CH:11]=2)[N:3]=1.[NH2:22][C:23]1[S:24][C:25]([CH3:28])=[CH:26][N:27]=1.C1(P(C2C=CC=CC=2)C2C3OC4C(=CC=CC=4P(C4C=CC=CC=4)C4C=CC=CC=4)C(C)(C)C=3C=CC=2)C=CC=CC=1.C(=O)([O-])[O-].[Na+].[Na+]. (6) Given the product [F:1][C:2]([F:16])([F:17])[C:3]1[CH:4]=[C:5]([CH:13]([C:14]#[N:15])[CH2:29][C:30]([O:32][CH2:33][CH3:34])=[O:31])[CH:6]=[C:7]([C:9]([F:10])([F:11])[F:12])[CH:8]=1, predict the reactants needed to synthesize it. The reactants are: [F:1][C:2]([F:17])([F:16])[C:3]1[CH:4]=[C:5]([CH2:13][C:14]#[N:15])[CH:6]=[C:7]([C:9]([F:12])([F:11])[F:10])[CH:8]=1.C[Si]([N-][Si](C)(C)C)(C)C.[Na+].Br[CH2:29][C:30]([O:32][CH2:33][CH3:34])=[O:31].O. (7) Given the product [CH:27]1([C:2]2[N:7]=[CH:6][C:5]([CH2:8][N:9]3[CH2:17][C:16]4[C:11](=[C:12]([O:18][C@@H:19]5[CH2:24][CH2:23][CH2:22][CH2:21][C@H:20]5[OH:25])[CH:13]=[CH:14][CH:15]=4)[C:10]3=[O:26])=[CH:4][CH:3]=2)[CH2:29][CH2:28]1, predict the reactants needed to synthesize it. The reactants are: Cl[C:2]1[N:7]=[CH:6][C:5]([CH2:8][N:9]2[CH2:17][C:16]3[C:11](=[C:12]([O:18][C@@H:19]4[CH2:24][CH2:23][CH2:22][CH2:21][C@H:20]4[OH:25])[CH:13]=[CH:14][CH:15]=3)[C:10]2=[O:26])=[CH:4][CH:3]=1.[CH:27]1(B(O)O)[CH2:29][CH2:28]1.P([O-])([O-])([O-])=O.[K+].[K+].[K+].C1(P(C2CCCCC2)C2CCCCC2)CCCCC1.